Dataset: Reaction yield outcomes from USPTO patents with 853,638 reactions. Task: Predict the reaction yield, written as a fraction of the theoretical maximum amount of product (1.0 means a 100% yield; for example, 0.34 means a 34% yield). (1) The reactants are [O:1]=[C:2]1[C:7]2[N:8]([CH2:15][CH2:16][CH2:17][CH2:18][CH3:19])[C:9]3[CH:10]=[CH:11][CH:12]=[CH:13][C:14]=3[C:6]=2[N:5]=[C:4]([S:20][CH2:21][C:22]([O:24]C(C)(C)C)=[O:23])[N:3]1[C:29]1[CH:34]=[CH:33][CH:32]=[CH:31][CH:30]=1.FC(F)(F)C(O)=O. The catalyst is C(#N)C. The product is [O:1]=[C:2]1[C:7]2[N:8]([CH2:15][CH2:16][CH2:17][CH2:18][CH3:19])[C:9]3[CH:10]=[CH:11][CH:12]=[CH:13][C:14]=3[C:6]=2[N:5]=[C:4]([S:20][CH2:21][C:22]([OH:24])=[O:23])[N:3]1[C:29]1[CH:34]=[CH:33][CH:32]=[CH:31][CH:30]=1. The yield is 1.00. (2) The reactants are [CH2:1]([O:3][C:4]([C:6]1[C:7]([NH2:25])=[C:8](C(OC(C)(C)C)=O)[N:9]([C:11]2[CH:16]=[CH:15][CH:14]=[C:13]([F:17])[CH:12]=2)[CH:10]=1)=[O:5])[CH3:2].[CH:26]([N:29]=[C:30]=[O:31])([CH3:28])[CH3:27]. No catalyst specified. The product is [CH2:1]([O:3][C:4]([C:6]1[C:7]([NH:25][C:30]([NH:29][CH:26]([CH3:28])[CH3:27])=[O:31])=[CH:8][N:9]([C:11]2[CH:16]=[CH:15][CH:14]=[C:13]([F:17])[CH:12]=2)[CH:10]=1)=[O:5])[CH3:2]. The yield is 0.550. (3) The reactants are Cl[C:2]1[C:7]([CH3:8])=[C:6]([O:9][CH:10]2[CH2:15][CH2:14][N:13]([C:16]3[O:20][N:19]=[C:18]([CH:21]([CH3:23])[CH3:22])[N:17]=3)[CH2:12][CH2:11]2)[N:5]=[CH:4][N:3]=1.C(=O)([O-])[O-].[K+].[K+].[Br:30][C:31]1[CH:36]=[CH:35][C:34]([OH:37])=[C:33]([F:38])[CH:32]=1. The catalyst is CN(C=O)C. The product is [Br:30][C:31]1[CH:36]=[CH:35][C:34]([O:37][C:2]2[C:7]([CH3:8])=[C:6]([O:9][CH:10]3[CH2:15][CH2:14][N:13]([C:16]4[O:20][N:19]=[C:18]([CH:21]([CH3:23])[CH3:22])[N:17]=4)[CH2:12][CH2:11]3)[N:5]=[CH:4][N:3]=2)=[C:33]([F:38])[CH:32]=1. The yield is 0.480.